The task is: Predict which catalyst facilitates the given reaction.. This data is from Catalyst prediction with 721,799 reactions and 888 catalyst types from USPTO. Reactant: [CH2:1]([C:5]1[NH:6][CH:7]=[C:8]([C:10]([O:12][CH3:13])=[O:11])[N:9]=1)[CH2:2][CH2:3][CH3:4].[C:14]([O-])([O-])=O.[Cs+].[Cs+].CI. Product: [CH2:1]([C:5]1[N:6]([CH3:14])[CH:7]=[C:8]([C:10]([O:12][CH3:13])=[O:11])[N:9]=1)[CH2:2][CH2:3][CH3:4]. The catalyst class is: 21.